This data is from Experimentally validated miRNA-target interactions with 360,000+ pairs, plus equal number of negative samples. The task is: Binary Classification. Given a miRNA mature sequence and a target amino acid sequence, predict their likelihood of interaction. The miRNA is mmu-miR-669f-3p with sequence CAUAUACAUACACACACACGUAU. The protein sequence of the target gene is MKAFSPVRSVRKNSLSDHSLGISRSKTPVDDPMSLLYNMNDCYSKLKELVPSIPQNKKVTKMEILQHVIDYILDLQIALDSHPTIVSLHHQRPGQNQASRTPLTTLNTDISILSLQASEFPSELMSNDSKVLCG. Result: 1 (interaction).